Dataset: Full USPTO retrosynthesis dataset with 1.9M reactions from patents (1976-2016). Task: Predict the reactants needed to synthesize the given product. (1) Given the product [CH3:5][C:6]1[CH:7]=[CH:8][C:9]([NH:12][C:15]([C:17]2[CH:26]=[C:25]3[C:20]([CH2:21][CH2:22][C:23]([CH3:28])([CH3:27])[O:24]3)=[C:19]([O:29][CH2:30][C:31]3[CH:36]=[CH:35][CH:34]=[CH:33][C:32]=3[Cl:37])[CH:18]=2)=[O:14])=[N:10][CH:11]=1.[CH3:5][C:6]1[CH:7]=[CH:8][C:9]([NH:12][C:40]([C:42]2[C:43]3[CH2:44][CH2:45][C:46]([CH3:62])([CH3:61])[O:47][C:48]=3[CH:49]=[C:50]([O:52][CH2:53][C:54]3[CH:59]=[CH:58][CH:57]=[CH:56][C:55]=3[Cl:60])[CH:51]=2)=[O:39])=[N:10][CH:11]=1, predict the reactants needed to synthesize it. The reactants are: [Cl-].C[Al+]C.[CH3:5][C:6]1[CH:7]=[CH:8][C:9]([NH2:12])=[N:10][CH:11]=1.C[O:14][C:15]([C:17]1[CH:26]=[C:25]2[C:20]([CH2:21][CH2:22][C:23]([CH3:28])([CH3:27])[O:24]2)=[C:19]([O:29][CH2:30][C:31]2[CH:36]=[CH:35][CH:34]=[CH:33][C:32]=2[Cl:37])[CH:18]=1)=O.C[O:39][C:40]([C:42]1[C:43]2[CH2:44][CH2:45][C:46]([CH3:62])([CH3:61])[O:47][C:48]=2[CH:49]=[C:50]([O:52][CH2:53][C:54]2[CH:59]=[CH:58][CH:57]=[CH:56][C:55]=2[Cl:60])[CH:51]=1)=O. (2) The reactants are: [I-].[CH3:2][P+](C1C=CC=CC=1)(C1C=CC=CC=1)C1C=CC=CC=1.CC(C)([O-])C.[K+].[F:28][C:29]1[CH:30]=[CH:31][CH:32]=[C:33]2[C:37]=1[NH:36][N:35]=[C:34]2[C:38](=O)[CH3:39].CCCCCC. Given the product [F:28][C:29]1[CH:30]=[CH:31][CH:32]=[C:33]2[C:37]=1[NH:36][N:35]=[C:34]2[C:38]([CH3:39])=[CH2:2], predict the reactants needed to synthesize it. (3) Given the product [Cl:41][C:38]1[CH:39]=[CH:40][C:35]([C:26]2[N:27]([C:28]3[CH:33]=[CH:32][CH:31]=[CH:30][C:29]=3[Cl:34])[C:6](/[CH:7]=[CH:8]/[C:3]3[O:10][C:9]([C:7]4[CH:6]=[CH:5][N:4]=[C:3]([O:2][CH3:1])[CH:8]=4)=[N:11][N:4]=3)=[N:24][N:25]=2)=[N:36][CH:37]=1, predict the reactants needed to synthesize it. The reactants are: [CH3:1][O:2][C:3]1[CH:8]=[C:7]([C:9]([NH:11]C(=O)/C=C\C(O)=O)=[O:10])[CH:6]=[CH:5][N:4]=1.O=P(Cl)(Cl)Cl.[NH2:24][NH:25][C:26]([C:35]1[CH:40]=[CH:39][C:38]([Cl:41])=[CH:37][N:36]=1)=[N:27][C:28]1[CH:33]=[CH:32][CH:31]=[CH:30][C:29]=1[Cl:34].C([O-])([O-])=O.[K+].[K+]. (4) Given the product [Br:1][C:2]1[C:3]([N:23]2[CH2:27][CH2:26][C@@H:25]([CH2:28][NH:29][C:30](=[O:36])[O:31][C:32]([CH3:34])([CH3:33])[CH3:35])[CH2:24]2)=[N:4][CH:5]=[C:6]([C:7](=[O:8])[NH:9][C:10]2[CH:15]=[CH:14][C:13]([O:16][C:17]([F:20])([F:19])[F:18])=[CH:12][CH:11]=2)[CH:21]=1, predict the reactants needed to synthesize it. The reactants are: [Br:1][C:2]1[C:3](Cl)=[N:4][CH:5]=[C:6]([CH:21]=1)[C:7]([NH:9][C:10]1[CH:15]=[CH:14][C:13]([O:16][C:17]([F:20])([F:19])[F:18])=[CH:12][CH:11]=1)=[O:8].[NH:23]1[CH2:27][CH2:26][C@@H:25]([CH2:28][NH:29][C:30](=[O:36])[O:31][C:32]([CH3:35])([CH3:34])[CH3:33])[CH2:24]1. (5) Given the product [CH:29]1[NH:28][C:26](=[O:27])[NH:25][C:24](=[O:5])[C:30]=1[F:31], predict the reactants needed to synthesize it. The reactants are: C[C@H]1O[C@H]2O[C@H]3[C@H](O[C@@]2(O)C(=[O:5])C1)[C@@H](NC)[C@@H](O)[C@@H](NC)[C@@H]3O.[CH:24]1[C:30]([F:31])=[C:29](N)[NH:28][C:26](=[O:27])[N:25]=1. (6) Given the product [OH:10][CH2:9][C@H:5]([CH2:6][CH:7]=[CH2:8])[CH2:4][C@H:3]1[CH2:2][O:1][C:30]([CH3:32])([CH3:31])[N:11]1[C:12]([O:13][C:14]([CH3:17])([CH3:16])[CH3:15])=[O:18], predict the reactants needed to synthesize it. The reactants are: [OH:1][CH2:2][C@@H:3]([NH:11][C:12](=[O:18])[O:13][C:14]([CH3:17])([CH3:16])[CH3:15])[CH2:4][C@H:5]([CH2:9][OH:10])[CH2:6][CH:7]=[CH2:8].B(F)(F)F.CCOCC.CO[C:30](OC)([CH3:32])[CH3:31].